This data is from Experimentally validated miRNA-target interactions with 360,000+ pairs, plus equal number of negative samples. The task is: Binary Classification. Given a miRNA mature sequence and a target amino acid sequence, predict their likelihood of interaction. (1) The miRNA is hsa-miR-103a-3p with sequence AGCAGCAUUGUACAGGGCUAUGA. The protein sequence of the target gene is MLLFCPGCGNGLIVEEGQRCHRFACNTCPYVHNITRKVTNRKYPKLKEVDDVLGGAAAWENVDSTAEPCPKCEHPRAYFMQLQTRSADEPMTTFYKCCNAQCGHRWRD. Result: 0 (no interaction). (2) The miRNA is hsa-miR-4475 with sequence CAAGGGACCAAGCAUUCAUUAU. The protein sequence of the target gene is MERSGQRVTTWDCDQGKHSDSDYREDGMDLGSDAGSSSSSSRASSQSNSTKVTPCSECKSSSSPGGSLDLVSALEDYEEPFPVYQKKVIDEWAPEEDGEEEEEEDERDQRGYRDDRSPAREPGDVSARTRSGGGGGRSATTAMPPPVPNGNLHQHDPQDLRHNGNVVVAGRPSCSRGPRRAIQKPQPAGGRRSGRGPAAGGLCLQPPDGGTCVPEEPPVPPMDWEALEKHLAGLQFREQEVRNQGQARTNSTSAQKNERESIRQKLALGSFFDDGPGIYTSCSKSGKPSLSSRLQSGMNL.... Result: 0 (no interaction). (3) The miRNA is hsa-miR-4313 with sequence AGCCCCCUGGCCCCAAACCC. The protein sequence of the target gene is MSRYTRPPNTSLFIRNVADATRPEDLRREFGRYGPIVDVYIPLDFYTRRPRGFAYVQFEDVRDAEDALYNLNRKWVCGRQIEIQFAQGDRKTPGQMKSKERHPCSPSDHRRSRSPSQRRTRSRSSSWGRNRRRSDSLKESRHRRFSYSQSKSRSKSLPRRSTSARQSRTPRRNFGSRGRSRSKSLQKRSKSIGKSQSSSPQKQTSSGTKSRSHGRHSDSIARSPCKSPKGYTNSETKVQTAKHSHFRSHSRSRSYRHKNSW. Result: 0 (no interaction).